From a dataset of Catalyst prediction with 721,799 reactions and 888 catalyst types from USPTO. Predict which catalyst facilitates the given reaction. (1) Reactant: [OH:1][CH:2]1[C:11]2[N:10]=[CH:9][CH:8]=[CH:7][C:6]=2[CH2:5][CH2:4][CH2:3]1. Product: [N:10]1[C:11]2[C:2](=[O:1])[CH2:3][CH2:4][CH2:5][C:6]=2[CH:7]=[CH:8][CH:9]=1. The catalyst class is: 177. (2) Reactant: [N:1]1([C:6]([O:8][C:9]([CH3:12])([CH3:11])[CH3:10])=[O:7])[CH2:5][CH:4]=[CH:3][CH2:2]1.C1C=C(Cl)C=C(C(OO)=[O:21])C=1. Product: [CH:3]12[O:21][CH:4]1[CH2:5][N:1]([C:6]([O:8][C:9]([CH3:12])([CH3:11])[CH3:10])=[O:7])[CH2:2]2. The catalyst class is: 2. (3) Reactant: [Cl:1][C:2]1[C:10]2[O:9][CH:8]([CH2:11][NH:12][C:13](=[O:19])[O:14][C:15]([CH3:18])([CH3:17])[CH3:16])[CH2:7][C:6]=2[CH:5]=[CH:4][CH:3]=1.C1C(=O)N([Br:27])C(=O)C1.O. Product: [C:15]([O:14][C:13](=[O:19])[NH:12][CH2:11][CH:8]1[CH2:7][C:6]2[CH:5]=[C:4]([Br:27])[CH:3]=[C:2]([Cl:1])[C:10]=2[O:9]1)([CH3:16])([CH3:18])[CH3:17]. The catalyst class is: 3. (4) Reactant: [C:1]([N:4]1[C:13]2[C:8](=[CH:9][C:10]([C:14](=[O:18])[NH:15][CH2:16][CH3:17])=[CH:11][CH:12]=2)[C@H:7]([NH:19]C(=O)OCC2C=CC=CC=2)[C@@H:6]([CH3:30])[C@@H:5]1[CH3:31])(=[O:3])[CH3:2]. Product: [C:1]([N:4]1[C:13]2[C:8](=[CH:9][C:10]([C:14]([NH:15][CH2:16][CH3:17])=[O:18])=[CH:11][CH:12]=2)[C@H:7]([NH2:19])[C@@H:6]([CH3:30])[C@@H:5]1[CH3:31])(=[O:3])[CH3:2]. The catalyst class is: 29. (5) Reactant: [Br:1][C:2]1[C:3]([C:13]2[CH:18]=[CH:17][CH:16]=[CH:15][CH:14]=2)=[CH:4][C:5]2[NH:10][C:9](=S)[CH2:8][O:7][C:6]=2[N:12]=1.O.[NH2:20][NH2:21]. Product: [Br:1][C:2]1[C:3]([C:13]2[CH:18]=[CH:17][CH:16]=[CH:15][CH:14]=2)=[CH:4][C:5]2[NH:10]/[C:9](=[N:20]/[NH2:21])/[CH2:8][O:7][C:6]=2[N:12]=1. The catalyst class is: 7.